Dataset: Catalyst prediction with 721,799 reactions and 888 catalyst types from USPTO. Task: Predict which catalyst facilitates the given reaction. (1) Reactant: [C:1]([O:5][CH3:6])(=[O:4])[CH2:2][SH:3].C[O-].[Na+].Cl[C:11]([C:15]1[CH:20]=[CH:19][CH:18]=[CH:17][CH:16]=1)=[CH:12][C:13]#[N:14].O. Product: [NH2:14][C:13]1[CH:12]=[C:11]([C:15]2[CH:20]=[CH:19][CH:18]=[CH:17][CH:16]=2)[S:3][C:2]=1[C:1]([O:5][CH3:6])=[O:4]. The catalyst class is: 475. (2) Reactant: [Br:1][C:2]1[CH:7]=[CH:6][C:5](I)=[CH:4][CH:3]=1.C([Mg]Cl)(C)C.[O:14]1[CH2:19][CH2:18][CH:17]([CH:20]=[O:21])[CH2:16][CH2:15]1. Product: [Br:1][C:2]1[CH:7]=[CH:6][C:5]([CH:20]([CH:17]2[CH2:18][CH2:19][O:14][CH2:15][CH2:16]2)[OH:21])=[CH:4][CH:3]=1. The catalyst class is: 1. (3) Reactant: Cl[C:2]1[N:7]=[C:6]([C:8]2[S:12][C:11]([CH:13]3[CH2:16][CH2:15][CH2:14]3)=[N:10][C:9]=2[C:17]2[C:18]([F:35])=[C:19]([NH:23][S:24]([C:27]3[CH:32]=[C:31]([F:33])[CH:30]=[CH:29][C:28]=3[F:34])(=[O:26])=[O:25])[CH:20]=[CH:21][CH:22]=2)[CH:5]=[CH:4][N:3]=1.[CH3:36][S:37]([N:40]1[CH2:45][CH2:44][CH:43]([NH2:46])[CH2:42][CH2:41]1)(=[O:39])=[O:38]. Product: [CH:13]1([C:11]2[S:12][C:8]([C:6]3[CH:5]=[CH:4][N:3]=[C:2]([NH:46][CH:43]4[CH2:44][CH2:45][N:40]([S:37]([CH3:36])(=[O:39])=[O:38])[CH2:41][CH2:42]4)[N:7]=3)=[C:9]([C:17]3[C:18]([F:35])=[C:19]([NH:23][S:24]([C:27]4[CH:32]=[C:31]([F:33])[CH:30]=[CH:29][C:28]=4[F:34])(=[O:26])=[O:25])[CH:20]=[CH:21][CH:22]=3)[N:10]=2)[CH2:16][CH2:15][CH2:14]1. The catalyst class is: 1. (4) Reactant: CCOP(OCC)([CH:6]([C:8]1[CH:13]=[CH:12][CH:11]=[CH:10][CH:9]=1)[CH3:7])=O.C([Li])CCC.[C:22]([O:26][C:27]([N:29]1[C@@H:33]([CH:34]=O)[CH2:32][O:31][C:30]1([CH3:37])[CH3:36])=[O:28])([CH3:25])([CH3:24])[CH3:23]. Product: [C:22]([O:26][C:27]([N:29]1[C@@H:33](/[CH:34]=[C:6](/[C:8]2[CH:9]=[CH:10][CH:11]=[CH:12][CH:13]=2)\[CH3:7])[CH2:32][O:31][C:30]1([CH3:36])[CH3:37])=[O:28])([CH3:25])([CH3:23])[CH3:24]. The catalyst class is: 57. (5) The catalyst class is: 19. Reactant: [C:1]([C:3]1[N:8]=[CH:7][C:6]([C:9]2[CH:18]=[CH:17][CH:16]=[C:15]([F:19])[C:10]=2[C:11]([O:13][CH3:14])=[O:12])=[CH:5][N:4]=1)#[N:2].[ClH:20].[H][H]. Product: [ClH:20].[NH2:2][CH2:1][C:3]1[N:4]=[CH:5][C:6]([C:9]2[CH:18]=[CH:17][CH:16]=[C:15]([F:19])[C:10]=2[C:11]([O:13][CH3:14])=[O:12])=[CH:7][N:8]=1. (6) Reactant: [Cl:1][C:2]1[CH:7]=[CH:6][CH:5]=[C:4]([Cl:8])[C:3]=1[CH2:9][O:10][C:11]1[CH:16]=[CH:15][C:14]2[C:17]3([CH2:23][O:24][C:13]=2[CH:12]=1)[CH2:22][CH2:21][NH:20][CH2:19][CH2:18]3.[N:25]1(CO)[C:29]2[CH:30]=[CH:31][CH:32]=[CH:33][C:28]=2[N:27]=[N:26]1. Product: [Cl:8][C:4]1[CH:5]=[CH:6][CH:7]=[C:2]([Cl:1])[C:3]=1[CH2:9][O:10][C:11]1[CH:16]=[CH:15][C:14]2[C:17]3([CH2:23][O:24][C:13]=2[CH:12]=1)[CH2:18][CH2:19][NH:20][CH2:21][CH2:22]3.[NH:25]1[C:29]2[CH:30]=[CH:31][CH:32]=[CH:33][C:28]=2[N:27]=[N:26]1. The catalyst class is: 14. (7) Reactant: C[O:2][C:3]1[CH:8]=[CH:7][C:6]([CH:9]2[CH2:14][CH2:13][N:12]([CH2:15][CH2:16][CH2:17][C:18]3[NH:27][C:26](=[O:28])[C:25]4[C:20](=[CH:21][CH:22]=[CH:23][CH:24]=4)[N:19]=3)[CH2:11][CH2:10]2)=[CH:5][CH:4]=1. Product: [OH:2][C:3]1[CH:8]=[CH:7][C:6]([CH:9]2[CH2:14][CH2:13][N:12]([CH2:15][CH2:16][CH2:17][C:18]3[NH:27][C:26](=[O:28])[C:25]4[C:20](=[CH:21][CH:22]=[CH:23][CH:24]=4)[N:19]=3)[CH2:11][CH2:10]2)=[CH:5][CH:4]=1. The catalyst class is: 4. (8) Reactant: [OH-:1].[Na+].[CH3:3][C:4]1([C:20]2[CH:25]=[CH:24][CH:23]=[CH:22][CH:21]=2)[CH:13]=[CH:12][C:11]2[C:10]3[CH:14]=[CH:15][C:16](=[O:19])[C:17](=[O:18])[C:9]=3[CH:8]=[CH:7][C:6]=2[O:5]1.Cl. Product: [OH:19][C:16]1[C:17](=[O:18])[C:9]2[CH:8]=[CH:7][C:6]3[O:5][C:4]([CH3:3])([C:20]4[CH:21]=[CH:22][CH:23]=[CH:24][CH:25]=4)[CH:13]=[CH:12][C:11]=3[C:10]=2[C:14](=[O:1])[CH:15]=1. The catalyst class is: 8. (9) Reactant: Br[C:2]1[CH:3]=[C:4]([F:16])[C:5]([CH:9]([O:13][CH2:14][CH3:15])[O:10][CH2:11][CH3:12])=[C:6]([F:8])[CH:7]=1.[Li]CCCC.[CH3:22][C:23]([CH3:25])=[O:24]. Product: [CH2:11]([O:10][CH:9]([O:13][CH2:14][CH3:15])[C:5]1[C:4]([F:16])=[CH:3][C:2]([C:23]([OH:24])([CH3:25])[CH3:22])=[CH:7][C:6]=1[F:8])[CH3:12]. The catalyst class is: 282.